Task: Predict the reactants needed to synthesize the given product.. Dataset: Full USPTO retrosynthesis dataset with 1.9M reactions from patents (1976-2016) Given the product [CH3:22][O:23][C:24]1[CH:25]=[C:26]([NH:27][C:2]2[CH:3]=[CH:4][C:5]3[CH2:6][N:7]([CH2:19][CH2:20][OH:21])[CH2:8][CH:9]([C:13]4[CH:18]=[CH:17][CH:16]=[CH:15][CH:14]=4)[O:10][C:11]=3[N:12]=2)[CH:28]=[CH:29][C:30]=1[N:31]1[CH:35]=[C:34]([CH3:36])[N:33]=[CH:32]1, predict the reactants needed to synthesize it. The reactants are: Cl[C:2]1[CH:3]=[CH:4][C:5]2[CH2:6][N:7]([CH2:19][CH2:20][OH:21])[CH2:8][CH:9]([C:13]3[CH:18]=[CH:17][CH:16]=[CH:15][CH:14]=3)[O:10][C:11]=2[N:12]=1.[CH3:22][O:23][C:24]1[CH:25]=[C:26]([CH:28]=[CH:29][C:30]=1[N:31]1[CH:35]=[C:34]([CH3:36])[N:33]=[CH:32]1)[NH2:27].C1(P(C2CCCCC2)C2C=CC=CC=2C2C=CC=CC=2)CCCCC1.C([O-])([O-])=O.[Cs+].[Cs+].